Dataset: Reaction yield outcomes from USPTO patents with 853,638 reactions. Task: Predict the reaction yield, written as a fraction of the theoretical maximum amount of product (1.0 means a 100% yield; for example, 0.34 means a 34% yield). (1) The catalyst is ClCCl. The product is [C:5]([O:9][C:10](=[O:13])[CH2:11][NH:4][CH2:1][CH:2]=[CH2:3])([CH3:8])([CH3:7])[CH3:6]. The yield is 0.990. The reactants are [CH2:1]([NH2:4])[CH:2]=[CH2:3].[C:5]([O:9][C:10](=[O:13])[CH2:11]Br)([CH3:8])([CH3:7])[CH3:6]. (2) The reactants are [F:1][C:2]([F:28])([F:27])[C:3]1[CH:8]=[CH:7][C:6]([C:9]2[C:10]([C:15]([NH:17][C:18]3[CH:19]=[C:20]([C:24]([OH:26])=O)[N:21]([CH3:23])[CH:22]=3)=[O:16])=[CH:11][CH:12]=[CH:13][CH:14]=2)=[CH:5][CH:4]=1.[CH2:29]1[C:38]2[C:33](=[CH:34][CH:35]=[CH:36][CH:37]=2)[CH2:32][CH2:31][NH:30]1.CN(C(ON1N=NC2C=CC=CC1=2)=[N+](C)C)C.[B-](F)(F)(F)F.C(N(C(C)C)C(C)C)C. The catalyst is CN(C)C=O.ClCCl.C(O)C. The product is [CH2:29]1[C:38]2[C:33](=[CH:34][CH:35]=[CH:36][CH:37]=2)[CH2:32][CH2:31][N:30]1[C:24]([C:20]1[N:21]([CH3:23])[CH:22]=[C:18]([NH:17][C:15]([C:10]2[C:9]([C:6]3[CH:5]=[CH:4][C:3]([C:2]([F:28])([F:27])[F:1])=[CH:8][CH:7]=3)=[CH:14][CH:13]=[CH:12][CH:11]=2)=[O:16])[CH:19]=1)=[O:26]. The yield is 0.700. (3) The reactants are [CH:1]1([CH2:6][CH:7]([C:11]2[CH:16]=[CH:15][C:14]([I:17])=[CH:13][CH:12]=2)[C:8]([OH:10])=[O:9])[CH2:5][CH2:4][CH2:3][CH2:2]1.[CH3:18]O. The catalyst is S(=O)(=O)(O)O. The product is [CH3:18][O:9][C:8](=[O:10])[CH:7]([C:11]1[CH:16]=[CH:15][C:14]([I:17])=[CH:13][CH:12]=1)[CH2:6][CH:1]1[CH2:5][CH2:4][CH2:3][CH2:2]1. The yield is 0.969.